This data is from Forward reaction prediction with 1.9M reactions from USPTO patents (1976-2016). The task is: Predict the product of the given reaction. (1) Given the reactants [CH2:1]([S:3]([C:6]1[C:7]([C:12]([OH:14])=O)=[N:8][CH:9]=[CH:10][CH:11]=1)(=[O:5])=[O:4])[CH3:2].S(Cl)([Cl:17])=O, predict the reaction product. The product is: [CH2:1]([S:3]([C:6]1[C:7]([C:12]([Cl:17])=[O:14])=[N:8][CH:9]=[CH:10][CH:11]=1)(=[O:5])=[O:4])[CH3:2]. (2) Given the reactants C1(P([N:15]=[N+]=[N-])(C2C=CC=CC=2)=O)C=CC=CC=1.[C:18]([C:22]1[C:26]([O:27][C:28]2[CH:29]=[C:30]([C:36]#[N:37])[CH:31]=[C:32]([CH:35]=2)[C:33]#[N:34])=[C:25]([CH3:38])[N:24]([CH2:39][CH2:40]O)[N:23]=1)([CH3:21])([CH3:20])[CH3:19].C1(P(C2C=CC=CC=2)C2C=CC=CC=2)C=CC=CC=1.CCOC(/[N:66]=N/C(OCC)=O)=O.O, predict the reaction product. The product is: [NH3:15].[NH2:66][CH2:40][CH2:39][N:24]1[C:25]([CH3:38])=[C:26]([O:27][C:28]2[CH:29]=[C:30]([C:36]#[N:37])[CH:31]=[C:32]([CH:35]=2)[C:33]#[N:34])[C:22]([C:18]([CH3:21])([CH3:20])[CH3:19])=[N:23]1. (3) Given the reactants [CH2:1]([O:3][C:4]([C:6]1[NH:7][C:8]2[C:13]([C:14]=1[CH:15]=[O:16])=[CH:12][CH:11]=[C:10]([Cl:17])[CH:9]=2)=[O:5])[CH3:2].CC(=CC)C.[O-:23]Cl=O.[Na+], predict the reaction product. The product is: [CH3:2][CH2:1][O:3][C:4]([C:6]1[NH:7][C:8]2[C:13]([C:14]=1[C:15]([OH:23])=[O:16])=[CH:12][CH:11]=[C:10]([Cl:17])[CH:9]=2)=[O:5]. (4) Given the reactants [CH2:1]([O:6][C:7]1[CH:12]=[CH:11][C:10]([C:13](=[O:15])[CH3:14])=[CH:9][CH:8]=1)[CH2:2][CH2:3][CH2:4][CH3:5].[C:16](OC)(=[O:27])[C:17]1[CH:26]=[CH:25][C:20]([C:21]([O:23][CH3:24])=[O:22])=[CH:19][CH:18]=1.C[O-].[Na+].Cl, predict the reaction product. The product is: [CH3:24][O:23][C:21]([C:20]1[CH:25]=[CH:26][C:17]([C:16](=[O:27])[CH2:14][C:13]([C:10]2[CH:9]=[CH:8][C:7]([O:6][CH2:1][CH2:2][CH2:3][CH2:4][CH3:5])=[CH:12][CH:11]=2)=[O:15])=[CH:18][CH:19]=1)=[O:22]. (5) Given the reactants Br[C:2]1[CH:3]=[C:4]2[C:9](=[CH:10][CH:11]=1)[CH:8]=[C:7]([S:12]([C:15]1[CH:20]=[CH:19][CH:18]=[CH:17][C:16]=1[C@@H:21]([OH:23])[CH3:22])(=[O:14])=[O:13])[CH:6]=[CH:5]2.[F:24][C:25]1[CH:30]=[CH:29][CH:28]=[CH:27][C:26]=1B(O)O.C1(C)C=CC=CC=1P(C1C=CC=CC=1C)C1C=CC=CC=1C.C(=O)([O-])[O-].[Na+].[Na+], predict the reaction product. The product is: [F:24][C:25]1[CH:30]=[CH:29][CH:28]=[CH:27][C:26]=1[C:2]1[CH:3]=[C:4]2[C:9](=[CH:10][CH:11]=1)[CH:8]=[C:7]([S:12]([C:15]1[CH:20]=[CH:19][CH:18]=[CH:17][C:16]=1[C@@H:21]([OH:23])[CH3:22])(=[O:13])=[O:14])[CH:6]=[CH:5]2. (6) Given the reactants Cl[C:2]1[N:7]=[C:6]([N:8]([CH:18]2[CH2:20][CH2:19]2)[CH2:9][C:10]2[CH:15]=[CH:14][C:13]([O:16][CH3:17])=[CH:12][CH:11]=2)[C:5]2=[N:21][CH:22]=[C:23]([C:24]#[N:25])[N:4]2[N:3]=1.[NH2:26][C:27]1[C:28]([Cl:48])=[C:29]([CH:43]=[C:44]([C:46]#[N:47])[CH:45]=1)[O:30][CH:31]1[CH2:35][CH2:34][N:33]([C:36]([O:38][C:39]([CH3:42])([CH3:41])[CH3:40])=[O:37])[CH2:32]1.CC1(C)C2C(=C(P(C3C=CC=CC=3)C3C=CC=CC=3)C=CC=2)OC2C(P(C3C=CC=CC=3)C3C=CC=CC=3)=CC=CC1=2.C(=O)([O-])[O-].[Cs+].[Cs+], predict the reaction product. The product is: [Cl:48][C:28]1[C:27]([NH:26][C:2]2[N:7]=[C:6]([N:8]([CH:18]3[CH2:20][CH2:19]3)[CH2:9][C:10]3[CH:11]=[CH:12][C:13]([O:16][CH3:17])=[CH:14][CH:15]=3)[C:5]3=[N:21][CH:22]=[C:23]([C:24]#[N:25])[N:4]3[N:3]=2)=[CH:45][C:44]([C:46]#[N:47])=[CH:43][C:29]=1[O:30][CH:31]1[CH2:35][CH2:34][N:33]([C:36]([O:38][C:39]([CH3:42])([CH3:40])[CH3:41])=[O:37])[CH2:32]1. (7) Given the reactants [CH3:1][O:2][C:3]1[C:12]2[C:11](=[O:13])[O:10][C:9](=[O:14])[NH:8][C:7]=2[CH:6]=[CH:5][CH:4]=1.[Br:15]N1C(=O)CCC1=O, predict the reaction product. The product is: [Br:15][C:4]1[CH:5]=[CH:6][C:7]2[NH:8][C:9](=[O:14])[O:10][C:11](=[O:13])[C:12]=2[C:3]=1[O:2][CH3:1].